Dataset: Forward reaction prediction with 1.9M reactions from USPTO patents (1976-2016). Task: Predict the product of the given reaction. Given the reactants [NH2:1][C:2]1[C:3]2[C:10]([I:11])=[CH:9][N:8]([C@@H:12]3[CH2:15][C@H:14]([CH2:16]O)[CH2:13]3)[C:4]=2[N:5]=[CH:6][N:7]=1.I(C1C=CC=CC=1C(O)=O)(=O)=O.CCN(C(C)C)C(C)C.[CH3:39][N:40]1[CH2:45][CH2:44][NH:43][CH2:42][C:41]1=[O:46].C(O[BH-](OC(=O)C)OC(=O)C)(=O)C.[Na+], predict the reaction product. The product is: [NH2:1][C:2]1[C:3]2[C:10]([I:11])=[CH:9][N:8]([C@@H:12]3[CH2:13][C@H:14]([CH2:16][N:43]4[CH2:44][CH2:45][N:40]([CH3:39])[C:41](=[O:46])[CH2:42]4)[CH2:15]3)[C:4]=2[N:5]=[CH:6][N:7]=1.